Dataset: Catalyst prediction with 721,799 reactions and 888 catalyst types from USPTO. Task: Predict which catalyst facilitates the given reaction. Reactant: [Cl:1][C:2]1[CH:31]=[CH:30][C:5]2[N:6]([C:22]3[CH:23]=[N:24][C:25]([O:28]C)=[CH:26][CH:27]=3)[C:7]([CH2:9][N:10]3[C:14]4=[CH:15][N:16]=[CH:17][CH:18]=[C:13]4[C:12]4([CH2:20][CH2:19]4)[C:11]3=[O:21])=[N:8][C:4]=2[CH:3]=1.B(Br)(Br)Br. Product: [Cl:1][C:2]1[CH:31]=[CH:30][C:5]2[N:6]([C:22]3[CH:23]=[N:24][C:25]([OH:28])=[CH:26][CH:27]=3)[C:7]([CH2:9][N:10]3[C:14]4=[CH:15][N:16]=[CH:17][CH:18]=[C:13]4[C:12]4([CH2:19][CH2:20]4)[C:11]3=[O:21])=[N:8][C:4]=2[CH:3]=1. The catalyst class is: 4.